Dataset: Full USPTO retrosynthesis dataset with 1.9M reactions from patents (1976-2016). Task: Predict the reactants needed to synthesize the given product. (1) Given the product [CH2:6]([O:8][C:9]([C:11]1[C:12]([C:16]([F:18])([F:19])[F:17])=[N:13][N:14]([CH:22]([CH3:24])[CH3:23])[CH:15]=1)=[O:10])[CH3:7], predict the reactants needed to synthesize it. The reactants are: CN(C=O)C.[CH2:6]([O:8][C:9]([C:11]1[C:12]([C:16]([F:19])([F:18])[F:17])=[N:13][NH:14][CH:15]=1)=[O:10])[CH3:7].[H-].[Na+].[CH:22](I)([CH3:24])[CH3:23]. (2) Given the product [C:17]([O:21][C:22](=[O:35])[NH:23][C:24]1([C:28]2[CH:33]=[CH:32][C:31]([NH:34][C:2]3[C:7]([N+:8]([O-:10])=[O:9])=[CH:6][CH:5]=[C:4]([C:11]4[CH:16]=[CH:15][CH:14]=[CH:13][CH:12]=4)[N:3]=3)=[CH:30][CH:29]=2)[CH2:25][CH2:26][CH2:27]1)([CH3:20])([CH3:18])[CH3:19], predict the reactants needed to synthesize it. The reactants are: Cl[C:2]1[C:7]([N+:8]([O-:10])=[O:9])=[CH:6][CH:5]=[C:4]([C:11]2[CH:16]=[CH:15][CH:14]=[CH:13][CH:12]=2)[N:3]=1.[C:17]([O:21][C:22](=[O:35])[NH:23][C:24]1([C:28]2[CH:33]=[CH:32][C:31]([NH2:34])=[CH:30][CH:29]=2)[CH2:27][CH2:26][CH2:25]1)([CH3:20])([CH3:19])[CH3:18].